This data is from Peptide-MHC class I binding affinity with 185,985 pairs from IEDB/IMGT. The task is: Regression. Given a peptide amino acid sequence and an MHC pseudo amino acid sequence, predict their binding affinity value. This is MHC class I binding data. (1) The peptide sequence is LTEPPTLAY. The MHC is HLA-A26:01 with pseudo-sequence HLA-A26:01. The binding affinity (normalized) is 0. (2) The peptide sequence is RRLTARGLI. The MHC is Mamu-B08 with pseudo-sequence Mamu-B08. The binding affinity (normalized) is 0.716. (3) The peptide sequence is QPRSITLTF. The MHC is HLA-B07:02 with pseudo-sequence HLA-B07:02. The binding affinity (normalized) is 0.472. (4) The peptide sequence is DFGYATMAK. The MHC is HLA-B35:01 with pseudo-sequence HLA-B35:01. The binding affinity (normalized) is 0.0847. (5) The peptide sequence is KIISEIGQL. The MHC is HLA-B58:01 with pseudo-sequence HLA-B58:01. The binding affinity (normalized) is 0.0847. (6) The peptide sequence is INFPKTFGW. The MHC is Gogo-B0101 with pseudo-sequence Gogo-B0101. The binding affinity (normalized) is 0.0700. (7) The peptide sequence is LRYGNVLDV. The MHC is HLA-A26:01 with pseudo-sequence HLA-A26:01. The binding affinity (normalized) is 0.0847. (8) The peptide sequence is KNYPASLHK. The MHC is HLA-B27:05 with pseudo-sequence HLA-B27:05. The binding affinity (normalized) is 0.0847. (9) The peptide sequence is KIFEYGFTF. The binding affinity (normalized) is 0.498. The MHC is HLA-B15:01 with pseudo-sequence HLA-B15:01.